This data is from Reaction yield outcomes from USPTO patents with 853,638 reactions. The task is: Predict the reaction yield, written as a fraction of the theoretical maximum amount of product (1.0 means a 100% yield; for example, 0.34 means a 34% yield). (1) The reactants are C[N:2]1[CH:7]=[C:6]([N+]([O-])=O)[CH:5]=[C:4]([N+:11]([O-:13])=[O:12])[C:3]1=O.[CH3:15][CH:16](C)[C:17](=O)C.N. The catalyst is CO. The product is [CH:16]([C:7]1[CH:6]=[CH:5][C:4]([N+:11]([O-:13])=[O:12])=[CH:3][N:2]=1)([CH3:17])[CH3:15]. The yield is 0.280. (2) The reactants are [Cl:1][C:2]1[C:17]([N:18](S(CCC)(=O)=O)[S:19]([CH2:22][CH2:23][CH3:24])(=[O:21])=[O:20])=[CH:16][CH:15]=[C:14]([F:31])[C:3]=1[C:4]([O:6][CH2:7][C:8]1[CH:13]=[CH:12][CH:11]=[CH:10][CH:9]=1)=[O:5].Cl.C(=O)(O)[O-].[Na+]. The catalyst is C1COCC1.[Li+].[OH-]. The product is [Cl:1][C:2]1[C:17]([NH:18][S:19]([CH2:22][CH2:23][CH3:24])(=[O:20])=[O:21])=[CH:16][CH:15]=[C:14]([F:31])[C:3]=1[C:4]([O:6][CH2:7][C:8]1[CH:9]=[CH:10][CH:11]=[CH:12][CH:13]=1)=[O:5]. The yield is 0.539. (3) The reactants are [Br:1][C:2]1[CH:20]=[CH:19][C:5]([CH2:6][NH:7][CH2:8][C:9]([O:11][CH2:12][C:13]2[CH:18]=[CH:17][CH:16]=[CH:15][CH:14]=2)=[O:10])=[CH:4][CH:3]=1.[CH3:21][C:22]([O:25][C:26](O[C:26]([O:25][C:22]([CH3:24])([CH3:23])[CH3:21])=[O:27])=[O:27])([CH3:24])[CH3:23]. The catalyst is C(Cl)Cl. The product is [Br:1][C:2]1[CH:20]=[CH:19][C:5]([CH2:6][N:7]([C:26]([O:25][C:22]([CH3:24])([CH3:23])[CH3:21])=[O:27])[CH2:8][C:9]([O:11][CH2:12][C:13]2[CH:18]=[CH:17][CH:16]=[CH:15][CH:14]=2)=[O:10])=[CH:4][CH:3]=1. The yield is 0.920. (4) The reactants are N[C:2]1[CH:6]=[C:5]([C:7]2[CH:12]=[CH:11][CH:10]=[CH:9][CH:8]=2)[S:4][C:3]=1[C:13]([O:15][CH3:16])=[O:14].N([O-])=O.[Na+].[ClH:21]. The catalyst is O.Cl[Cu]. The product is [Cl:21][C:2]1[CH:6]=[C:5]([C:7]2[CH:12]=[CH:11][CH:10]=[CH:9][CH:8]=2)[S:4][C:3]=1[C:13]([O:15][CH3:16])=[O:14]. The yield is 0.670.